From a dataset of Forward reaction prediction with 1.9M reactions from USPTO patents (1976-2016). Predict the product of the given reaction. (1) Given the reactants C(OC(=O)[NH:7][C@@H:8]([CH2:36][OH:37])[CH2:9][O:10][C:11]1[CH:12]=[N:13][CH:14]=[C:15]([C:17]2[CH:18]=[C:19]3[C:24](=[C:25]([NH2:27])[N:26]=2)[CH:23]=[N:22][C:21]2[CH:28]=[C:29]([O:34][CH3:35])[C:30]([O:32][CH3:33])=[CH:31][C:20]3=2)[CH:16]=1)(C)(C)C.[CH3:39][S:40](Cl)(=[O:42])=[O:41].O, predict the reaction product. The product is: [CH3:39][S:40]([O:37][CH2:36][C@H:8]([NH2:7])[CH2:9][O:10][C:11]1[CH:12]=[N:13][CH:14]=[C:15]([C:17]2[CH:18]=[C:19]3[C:24](=[C:25]([NH2:27])[N:26]=2)[CH:23]=[N:22][C:21]2[CH:28]=[C:29]([O:34][CH3:35])[C:30]([O:32][CH3:33])=[CH:31][C:20]3=2)[CH:16]=1)(=[O:42])=[O:41]. (2) Given the reactants [Cl:1][C:2]1[CH:7]=[CH:6][C:5]([S:8][C:9]2[C:17]3[C:12](=[N:13][CH:14]=[CH:15][CH:16]=3)[NH:11][C:10]=2[C@H:18]2[CH2:23][CH2:22][C@H:21]([OH:24])[CH2:20][CH2:19]2)=[CH:4][CH:3]=1, predict the reaction product. The product is: [Cl:1][C:2]1[CH:7]=[CH:6][C:5]([S:8][C:9]2[C:17]3[C:12](=[N:13][CH:14]=[CH:15][CH:16]=3)[NH:11][C:10]=2[CH:18]2[CH2:19][CH2:20][C:21](=[O:24])[CH2:22][CH2:23]2)=[CH:4][CH:3]=1. (3) Given the reactants C(OC(=O)[N:7]([CH2:12][C:13]1[CH:21]=[CH:20][C:16]2[O:17][CH2:18][O:19][C:15]=2[CH:14]=1)[CH2:8][CH2:9][NH:10][CH3:11])(C)(C)C.Cl[C:24]1[S:28][N:27]=[C:26]([N:29]2[CH:33]=[CH:32][N:31]=[CH:30]2)[N:25]=1.O, predict the reaction product. The product is: [O:17]1[C:16]2[CH:20]=[CH:21][C:13]([CH2:12][NH:7][CH2:8][CH2:9][N:10]([C:24]3[S:28][N:27]=[C:26]([N:29]4[CH:33]=[CH:32][N:31]=[CH:30]4)[N:25]=3)[CH3:11])=[CH:14][C:15]=2[O:19][CH2:18]1.